From a dataset of Full USPTO retrosynthesis dataset with 1.9M reactions from patents (1976-2016). Predict the reactants needed to synthesize the given product. Given the product [CH3:1][N:2]([CH2:4][C:5]1[C:13]2[O:12][N:11]=[C:10]([CH2:14][CH2:15][CH:16]3[CH2:17][CH2:18][N:19]([CH2:51][C:47]4([CH2:46][O:45][Si:28]([C:41]([CH3:44])([CH3:43])[CH3:42])([C:35]5[CH:36]=[CH:37][CH:38]=[CH:39][CH:40]=5)[C:29]5[CH:30]=[CH:31][CH:32]=[CH:33][CH:34]=5)[CH2:50][CH2:49][CH2:48]4)[CH2:20][CH2:21]3)[C:9]=2[CH:8]=[CH:7][C:6]=1[C:22]1[CH:27]=[CH:26][CH:25]=[CH:24][CH:23]=1)[CH3:3], predict the reactants needed to synthesize it. The reactants are: [CH3:1][N:2]([CH2:4][C:5]1[C:13]2[O:12][N:11]=[C:10]([CH2:14][CH2:15][CH:16]3[CH2:21][CH2:20][NH:19][CH2:18][CH2:17]3)[C:9]=2[CH:8]=[CH:7][C:6]=1[C:22]1[CH:27]=[CH:26][CH:25]=[CH:24][CH:23]=1)[CH3:3].[Si:28]([O:45][CH2:46][C:47]1([CH:51]=O)[CH2:50][CH2:49][CH2:48]1)([C:41]([CH3:44])([CH3:43])[CH3:42])([C:35]1[CH:40]=[CH:39][CH:38]=[CH:37][CH:36]=1)[C:29]1[CH:34]=[CH:33][CH:32]=[CH:31][CH:30]=1.OCC1(CO)CCC1.